From a dataset of Forward reaction prediction with 1.9M reactions from USPTO patents (1976-2016). Predict the product of the given reaction. The product is: [CH3:1][C:2]1[CH:3]=[C:4]([CH:32]=[CH:33][CH:34]=1)[CH2:5][C@@H:6]([C:23]([NH:25][C:26](=[O:31])[C@H:27]([CH2:29][S:30][CH2:36][C:37]1[CH:46]=[CH:45][CH:44]=[C:39]([C:40]([O:42][CH3:43])=[O:41])[CH:38]=1)[NH2:28])=[O:24])[NH:7][C:8](=[O:22])[CH:9]([C:16]1[CH:21]=[CH:20][CH:19]=[CH:18][CH:17]=1)[C:10]1[CH:11]=[CH:12][CH:13]=[CH:14][CH:15]=1. Given the reactants [CH3:1][C:2]1[CH:3]=[C:4]([CH:32]=[CH:33][CH:34]=1)[CH2:5][C@@H:6]([C:23]([NH:25][C:26](=[O:31])[C@H:27]([CH2:29][SH:30])[NH2:28])=[O:24])[NH:7][C:8](=[O:22])[CH:9]([C:16]1[CH:21]=[CH:20][CH:19]=[CH:18][CH:17]=1)[C:10]1[CH:15]=[CH:14][CH:13]=[CH:12][CH:11]=1.Br[CH2:36][C:37]1[CH:38]=[C:39]([CH:44]=[CH:45][CH:46]=1)[C:40]([O:42][CH3:43])=[O:41].C(N(C(C)C)CC)(C)C, predict the reaction product.